From a dataset of Reaction yield outcomes from USPTO patents with 853,638 reactions. Predict the reaction yield, written as a fraction of the theoretical maximum amount of product (1.0 means a 100% yield; for example, 0.34 means a 34% yield). (1) The reactants are CC1(C)C(C)(C)OB([C:9]2[C:10]3([CH2:15][CH2:16][CH2:17][CH:18]=2)[O:14][CH2:13][CH2:12][O:11]3)O1.Br[C:21]1[CH:26]=[C:25]([Cl:27])[N:24]=[N:23][C:22]=1[NH2:28].C(=O)([O-])[O-].[Cs+].[Cs+].O1CCOCC1. The catalyst is C1C=CC([P]([Pd]([P](C2C=CC=CC=2)(C2C=CC=CC=2)C2C=CC=CC=2)([P](C2C=CC=CC=2)(C2C=CC=CC=2)C2C=CC=CC=2)[P](C2C=CC=CC=2)(C2C=CC=CC=2)C2C=CC=CC=2)(C2C=CC=CC=2)C2C=CC=CC=2)=CC=1.O. The product is [Cl:27][C:25]1[N:24]=[N:23][C:22]([NH2:28])=[C:21]([C:9]2[C:10]3([CH2:15][CH2:16][CH2:17][CH:18]=2)[O:11][CH2:12][CH2:13][O:14]3)[CH:26]=1. The yield is 0.430. (2) The reactants are [CH:1]([NH:4][CH2:5][C:6]1[CH:21]=[CH:20][CH:19]=[CH:18][C:7]=1[O:8][CH2:9][CH2:10][CH2:11][CH2:12][CH2:13][C:14]([O:16][CH3:17])=[O:15])([CH3:3])[CH3:2].[F:22][C:23]([F:35])([F:34])[O:24][C:25]1[CH:33]=[CH:32][C:28]([C:29](O)=[O:30])=[CH:27][CH:26]=1.[CH3:36]N(C(ON1N=NC2C=CC=CC1=2)=[N+](C)C)C.F[P-](F)(F)(F)(F)F.C(N(CC)CC)C. The catalyst is C(Cl)Cl.CN(C=O)C. The product is [CH:1]([N:4]([CH2:5][C:6]1[CH:21]=[CH:20][CH:19]=[CH:18][C:7]=1[O:8][CH2:9][CH2:10][CH2:11][CH2:12][CH2:13][C:14]([O:16][CH2:17][CH3:36])=[O:15])[C:29](=[O:30])[C:28]1[CH:32]=[CH:33][C:25]([O:24][C:23]([F:35])([F:34])[F:22])=[CH:26][CH:27]=1)([CH3:3])[CH3:2]. The yield is 0.386.